From a dataset of Catalyst prediction with 721,799 reactions and 888 catalyst types from USPTO. Predict which catalyst facilitates the given reaction. (1) Reactant: [NH2:1][C:2]1[N:7]=[C:6](Br)[C:5]([C:9]#[N:10])=[C:4]([S:11][CH3:12])[N:3]=1.[I:13][C:14]1[CH:15]=[N:16][NH:17][CH:18]=1.C(=O)([O-])[O-].[Cs+].[Cs+]. Product: [NH2:1][C:2]1[N:7]=[C:6]([N:16]2[CH:15]=[C:14]([I:13])[CH:18]=[N:17]2)[C:5]([C:9]#[N:10])=[C:4]([S:11][CH3:12])[N:3]=1. The catalyst class is: 37. (2) Reactant: [OH:1][C:2]1[CH:3]=[C:4]2[C:9](=[CH:10][CH:11]=1)[C:8]([NH:12][C:13]1[CH:14]=[C:15]([CH:21]=[CH:22][CH:23]=1)[C:16]([O:18][CH2:19][CH3:20])=[O:17])=[CH:7][CH:6]=[CH:5]2.[Cl:24][C:25]1[CH:30]=[CH:29][CH:28]=[C:27]([Cl:31])[C:26]=1[C:32]1[C:36]([CH2:37]O)=[C:35]([CH:39]([CH3:41])[CH3:40])[O:34][N:33]=1.C1(P(C2C=CC=CC=2)C2C=CC=CC=2)C=CC=CC=1.N(C(OC(C)C)=O)=NC(OC(C)C)=O. Product: [Cl:31][C:27]1[CH:28]=[CH:29][CH:30]=[C:25]([Cl:24])[C:26]=1[C:32]1[C:36]([CH2:37][O:1][C:2]2[CH:3]=[C:4]3[C:9](=[CH:10][CH:11]=2)[C:8]([NH:12][C:13]2[CH:14]=[C:15]([CH:21]=[CH:22][CH:23]=2)[C:16]([O:18][CH2:19][CH3:20])=[O:17])=[CH:7][CH:6]=[CH:5]3)=[C:35]([CH:39]([CH3:41])[CH3:40])[O:34][N:33]=1. The catalyst class is: 4.